This data is from Forward reaction prediction with 1.9M reactions from USPTO patents (1976-2016). The task is: Predict the product of the given reaction. (1) Given the reactants Br[C:2]1[CH:3]=[CH:4][C:5]([N+:17]([O-:19])=[O:18])=[C:6]([S:8]([NH:11][CH:12]2[CH2:16][CH2:15][CH2:14][CH2:13]2)(=[O:10])=[O:9])[CH:7]=1.[CH3:20][C:21]1[C:25](B2OC(C)(C)C(C)(C)O2)=[C:24]([CH3:35])[O:23][N:22]=1.ICCC.C(=O)([O-])[O-].[Cs+].[Cs+], predict the reaction product. The product is: [CH:12]1([NH:11][S:8]([C:6]2[CH:7]=[C:2]([C:25]3[C:21]([CH3:20])=[N:22][O:23][C:24]=3[CH3:35])[CH:3]=[CH:4][C:5]=2[N+:17]([O-:19])=[O:18])(=[O:10])=[O:9])[CH2:16][CH2:15][CH2:14][CH2:13]1. (2) Given the reactants [Br:1][C:2]1[CH:3]=[C:4]2[C:8](=[CH:9][CH:10]=1)[NH:7][C:6]([C:11]([OH:13])=[O:12])=[C:5]2[CH2:14][CH2:15][CH2:16][NH:17]C(OC(C)(C)C)=O.[ClH:25].C(OCC)C, predict the reaction product. The product is: [ClH:25].[Br:1][C:2]1[CH:3]=[C:4]2[C:8](=[CH:9][CH:10]=1)[NH:7][C:6]([C:11]([OH:13])=[O:12])=[C:5]2[CH2:14][CH2:15][CH2:16][NH2:17]. (3) Given the reactants [OH:1][C:2]1[CH:10]=[CH:9][C:8]2[N:7]3[CH2:11][CH2:12][CH2:13][NH:14][C:15](=[O:16])[C:6]3=[CH:5][C:4]=2[CH:3]=1.[CH:17]([N:20]1[CH2:25][CH2:24][CH:23](O)[CH2:22][CH2:21]1)([CH3:19])[CH3:18].C1(P(C2C=CC=CC=2)C2C=CC=CC=2)C=CC=CC=1.C(OC(N=NC(OC(C)(C)C)=O)=O)(C)(C)C, predict the reaction product. The product is: [CH:17]([N:20]1[CH2:25][CH2:24][CH:23]([O:1][C:2]2[CH:10]=[CH:9][C:8]3[N:7]4[CH2:11][CH2:12][CH2:13][NH:14][C:15](=[O:16])[C:6]4=[CH:5][C:4]=3[CH:3]=2)[CH2:22][CH2:21]1)([CH3:19])[CH3:18]. (4) Given the reactants [H-].[H-].[H-].[H-].[Li+].[Al+3].[CH2:7]([C:14]1[CH:44]=[C:43]([Cl:45])[CH:42]=[CH:41][C:15]=1[O:16][CH2:17][CH2:18][CH2:19][N:20]([CH2:38][C:39]#[N:40])[CH:21]([C:30]1[CH:35]=[CH:34][C:33]([O:36][CH3:37])=[CH:32][CH:31]=1)[C:22]1[CH:27]=[CH:26][C:25]([O:28][CH3:29])=[CH:24][CH:23]=1)[C:8]1[CH:13]=[CH:12][CH:11]=[CH:10][CH:9]=1.CO.[C@H](O)(C([O-])=O)[C@@H](O)C([O-])=O.[Na+].[K+], predict the reaction product. The product is: [CH2:7]([C:14]1[CH:44]=[C:43]([Cl:45])[CH:42]=[CH:41][C:15]=1[O:16][CH2:17][CH2:18][CH2:19][N:20]([CH:21]([C:30]1[CH:31]=[CH:32][C:33]([O:36][CH3:37])=[CH:34][CH:35]=1)[C:22]1[CH:27]=[CH:26][C:25]([O:28][CH3:29])=[CH:24][CH:23]=1)[CH2:38][CH2:39][NH2:40])[C:8]1[CH:13]=[CH:12][CH:11]=[CH:10][CH:9]=1. (5) Given the reactants [NH2:1][C:2]1[N:6]([CH3:7])[C:5](=[O:8])[C:4]([C:20]2[CH:25]=[CH:24][C:23]([O:26][CH:27]([F:29])[F:28])=[CH:22][CH:21]=2)([C:9]2[CH:14]=[CH:13][CH:12]=[C:11]([C:15]#[C:16][CH2:17][O:18][CH3:19])[CH:10]=2)[N:3]=1, predict the reaction product. The product is: [NH2:1][C:2]1[N:6]([CH3:7])[C:5](=[O:8])[C:4]([C:20]2[CH:21]=[CH:22][C:23]([O:26][CH:27]([F:29])[F:28])=[CH:24][CH:25]=2)([C:9]2[CH:14]=[CH:13][CH:12]=[C:11](/[CH:15]=[CH:16]\[CH2:17][O:18][CH3:19])[CH:10]=2)[N:3]=1.